This data is from Blood-brain barrier permeability classification from the B3DB database. The task is: Regression/Classification. Given a drug SMILES string, predict its absorption, distribution, metabolism, or excretion properties. Task type varies by dataset: regression for continuous measurements (e.g., permeability, clearance, half-life) or binary classification for categorical outcomes (e.g., BBB penetration, CYP inhibition). Dataset: b3db_classification. (1) The drug is CCC(=O)O[C@H]1[C@H](C)O[C@@H](O[C@@H]2C(C)C(=O)O[C@H](C)[C@H](C)[C@H](OC(=O)CC)[C@@H](C)C(=O)[C@]3(CO3)CC(C)[C@H](O[C@@H]3O[C@H](C)C[C@H](N(C)C)[C@H]3O)[C@H]2C)C[C@@H]1OC. The result is 0 (does not penetrate BBB). (2) The molecule is OCCN1CCCN(CCCN2c3ccccc3C=Cc3ccccc32)CC1. The result is 1 (penetrates BBB). (3) The drug is COc1ccc([C@@H]2CC(=O)Oc3c(C(C)=O)c(O)c4c(C)cc(=O)oc4c32)cc1OCC(N)=O. The result is 0 (does not penetrate BBB). (4) The compound is CCCOc1ccccc1CCCNC(=O)CSCc1ccc(OC)cc1. The result is 0 (does not penetrate BBB). (5) The molecule is CC1NC(=O)COC1c1ccccc1. The result is 1 (penetrates BBB).